This data is from Merck oncology drug combination screen with 23,052 pairs across 39 cell lines. The task is: Regression. Given two drug SMILES strings and cell line genomic features, predict the synergy score measuring deviation from expected non-interaction effect. Drug 1: CCN(CC)CCNC(=O)c1c(C)[nH]c(C=C2C(=O)Nc3ccc(F)cc32)c1C. Drug 2: CCc1c2c(nc3ccc(O)cc13)-c1cc3c(c(=O)n1C2)COC(=O)C3(O)CC. Cell line: HT29. Synergy scores: synergy=-2.13.